From a dataset of Full USPTO retrosynthesis dataset with 1.9M reactions from patents (1976-2016). Predict the reactants needed to synthesize the given product. (1) Given the product [CH2:2]1[O:3][C:4]2([CH2:8][CH2:13][CH:12]([C:11](=[O:14])[CH3:10])[CH2:25][CH2:24]2)[O:15][CH2:1]1, predict the reactants needed to synthesize it. The reactants are: [CH2:1]1[O:15][C:4]([CH:8]2[CH2:13][CH2:12][C:11](=[O:14])[CH2:10]C2)(OCC)[O:3][CH2:2]1.Cl.CNOC.C[Mg]Cl.[CH2:24]1COC[CH2:25]1. (2) Given the product [CH2:1]([C:4]1[S:8][C:7](=[NH:9])[N:6]([CH2:11][CH:12]2[CH2:16][CH2:15][CH2:14][O:13]2)[CH:5]=1)[CH2:2][CH3:3], predict the reactants needed to synthesize it. The reactants are: [CH2:1]([C:4]1[S:8][C:7]([NH2:9])=[N:6][CH:5]=1)[CH2:2][CH3:3].Br[CH2:11][CH:12]1[CH2:16][CH2:15][CH2:14][O:13]1.